From a dataset of Catalyst prediction with 721,799 reactions and 888 catalyst types from USPTO. Predict which catalyst facilitates the given reaction. (1) The catalyst class is: 3. Reactant: [OH:1][C:2]1[CH:10]=[CH:9][C:5]([C:6]([OH:8])=O)=[C:4]([C:11]2[CH:16]=[CH:15][C:14]([F:17])=[CH:13][CH:12]=2)[CH:3]=1.CN1CCOCC1.Cl.[CH3:26][O:27][C:28](=[O:35])[C@H:29]([CH2:31][CH2:32][S:33][CH3:34])[NH2:30].C(Cl)CCl.C1C=CC2N(O)N=NC=2C=1. Product: [OH:1][C:2]1[CH:10]=[CH:9][C:5]([C:6]([NH:30][C@@H:29]([CH2:31][CH2:32][S:33][CH3:34])[C:28]([O:27][CH3:26])=[O:35])=[O:8])=[C:4]([C:11]2[CH:16]=[CH:15][C:14]([F:17])=[CH:13][CH:12]=2)[CH:3]=1. (2) Reactant: C[O:2][C:3](=[O:32])[CH2:4][C:5]1[C:6]([CH3:31])=[N:7][C:8]([CH2:27][CH:28]([CH3:30])[CH3:29])=[C:9]([CH2:18][NH:19][C:20]([O:22][C:23]([CH3:26])([CH3:25])[CH3:24])=[O:21])[C:10]=1[C:11]1[CH:16]=[CH:15][C:14]([CH3:17])=[CH:13][CH:12]=1.C(O)C.[OH-].[Na+].Cl. Product: [C:23]([O:22][C:20]([NH:19][CH2:18][C:9]1[C:10]([C:11]2[CH:12]=[CH:13][C:14]([CH3:17])=[CH:15][CH:16]=2)=[C:5]([CH2:4][C:3]([OH:32])=[O:2])[C:6]([CH3:31])=[N:7][C:8]=1[CH2:27][CH:28]([CH3:29])[CH3:30])=[O:21])([CH3:24])([CH3:25])[CH3:26]. The catalyst class is: 7. (3) Reactant: C(Cl)(Cl)Cl.[CH3:5][C@@:6]12[O:13][C@@H:10]([CH2:11][CH2:12]1)[C:9](=[O:14])[CH2:8][C:7]2=[O:15].C([O-])(=O)C.C([O-])(=O)C.C([O-])(=O)C.[Cl:28][C:29]1[CH:34]=[CH:33][C:32]([C:35]2[CH:40]=[CH:39][C:38]([CH2:41][CH3:42])=[C:37]([Pb+3])[CH:36]=2)=[CH:31][CH:30]=1.Cl. Product: [Cl:28][C:29]1[CH:30]=[CH:31][C:32]([C:35]2[CH:40]=[CH:39][C:38]([CH2:41][CH3:42])=[C:37]([CH:8]3[C:9](=[O:14])[C@H:10]4[O:13][C@:6]([CH3:5])([CH2:12][CH2:11]4)[C:7]3=[O:15])[CH:36]=2)=[CH:33][CH:34]=1. The catalyst class is: 11. (4) Reactant: [CH3:1][O:2][C:3]1[CH:10]=[CH:9][C:6]([CH2:7][OH:8])=[CH:5][CH:4]=1.[OH-].[K+].[Cl:13][C:14]1[CH:19]=[C:18](Cl)[N:17]=[C:16]([CH3:21])[N:15]=1. Product: [Cl:13][C:14]1[CH:19]=[C:18]([O:8][CH2:7][C:6]2[CH:9]=[CH:10][C:3]([O:2][CH3:1])=[CH:4][CH:5]=2)[N:17]=[C:16]([CH3:21])[N:15]=1. The catalyst class is: 39. (5) Reactant: [C:1]1([CH:7]2[C:12]3[C:13]([C:16]([N:18]4[CH2:23][CH2:22][CH2:21][CH2:20][CH2:19]4)=O)=[N:14][O:15][C:11]=3[CH2:10][CH2:9][N:8]2C(OC(C)(C)C)=O)[CH:6]=[CH:5][CH:4]=[CH:3][CH:2]=1.CO.Cl. Product: [C:1]1([CH:7]2[C:12]3[C:13]([CH2:16][N:18]4[CH2:19][CH2:20][CH2:21][CH2:22][CH2:23]4)=[N:14][O:15][C:11]=3[CH2:10][CH2:9][NH:8]2)[CH:2]=[CH:3][CH:4]=[CH:5][CH:6]=1. The catalyst class is: 1. (6) Reactant: [CH3:1][C:2]1[C:7](=[O:8])[NH:6][C:5](=[O:9])[N:4]2[CH:10]=[C:11]([C:13]([OH:15])=O)[S:12][C:3]=12.O.ON1C2C=CC=CC=2N=N1.[CH3:27][O:28][C:29]1[CH:34]=[C:33]([CH2:35][NH2:36])[CH:32]=[CH:31][N:30]=1.Cl.CN(C)CCCN=C=NCC. Product: [CH3:27][O:28][C:29]1[CH:34]=[C:33]([CH2:35][NH:36][C:13]([C:11]2[S:12][C:3]3[N:4]([C:5](=[O:9])[NH:6][C:7](=[O:8])[C:2]=3[CH3:1])[CH:10]=2)=[O:15])[CH:32]=[CH:31][N:30]=1. The catalyst class is: 3. (7) Reactant: [F:1][C:2]1[CH:3]=[C:4]([NH:10][C:11]2[C:16]([C:17]3[N:22]=[C:21]([CH3:23])[N:20]=[C:19]([N:24](CC4C=CC(OC)=CC=4)CC4C=CC(OC)=CC=4)[N:18]=3)=[CH:15][C:14]([CH:43]([N:45]3[CH2:50][CH2:49][N:48]([S:51]([CH3:54])(=[O:53])=[O:52])[CH2:47][CH2:46]3)[CH3:44])=[CH:13][N:12]=2)[CH:5]=[N:6][C:7]=1[O:8][CH3:9]. The catalyst class is: 55. Product: [F:1][C:2]1[CH:3]=[C:4]([NH:10][C:11]2[C:16]([C:17]3[N:22]=[C:21]([CH3:23])[N:20]=[C:19]([NH2:24])[N:18]=3)=[CH:15][C:14]([CH:43]([N:45]3[CH2:46][CH2:47][N:48]([S:51]([CH3:54])(=[O:53])=[O:52])[CH2:49][CH2:50]3)[CH3:44])=[CH:13][N:12]=2)[CH:5]=[N:6][C:7]=1[O:8][CH3:9].